This data is from Catalyst prediction with 721,799 reactions and 888 catalyst types from USPTO. The task is: Predict which catalyst facilitates the given reaction. Reactant: [C:1]([NH:11][C@@H:12]1[C:17](=[O:18])[O:16][C:14](=O)[CH2:13]1)([O:3][CH2:4][C:5]1[CH:10]=[CH:9][CH:8]=[CH:7][CH:6]=1)=[O:2].Cl.[NH2:20][CH2:21][C:22]1[CH:30]=[CH:29][C:25]([C:26]([OH:28])=[O:27])=[CH:24][CH:23]=1.C(N(CC)CC)C. Product: [CH2:4]([O:3][C:1]([NH:11][C@H:12]1[CH2:13][C:14](=[O:16])[N:20]([CH2:21][C:22]2[CH:23]=[CH:24][C:25]([C:26]([OH:28])=[O:27])=[CH:29][CH:30]=2)[C:17]1=[O:18])=[O:2])[C:5]1[CH:6]=[CH:7][CH:8]=[CH:9][CH:10]=1. The catalyst class is: 17.